From a dataset of HIV replication inhibition screening data with 41,000+ compounds from the AIDS Antiviral Screen. Binary Classification. Given a drug SMILES string, predict its activity (active/inactive) in a high-throughput screening assay against a specified biological target. (1) The molecule is O=C1c2c(c3c4ccccc4[nH]c3c3[nH]c4ccccc4c23)C(=O)N1Cc1ccccc1. The result is 1 (active). (2) The result is 0 (inactive). The molecule is CC(C)=CC=C1CS(=O)(=O)C=C1C. (3) The compound is CCCCc1c2c(nc3c1CCCC3=Cc1ccccc1)C(=Cc1ccccc1)CCC2. The result is 0 (inactive). (4) The compound is C[N+](C)(C)CC(=O)NC(=O)NN=CC(CC#N)CN(Cc1ccccc1)Cc1ccccc1.[Cl-]. The result is 0 (inactive). (5) The drug is Cc1c(NC=C(C#N)C(=O)c2ccc(Cl)cc2)c(=O)n(-c2ccccc2)n1C. The result is 0 (inactive). (6) The result is 0 (inactive). The drug is CC1(C)CCCC2(C)C1CCC1(C)C(CCc3ccoc3)C(=COS(=O)(O)=[OH+])CCC12.C[NH+](C)C(=N)N. (7) The molecule is COC(=O)C1(C)C=CC(=O)C2(C)C1C(O)C1OC3CC(c4ccoc4)C(C)=C3C1(C)C2CC(=O)O. The result is 0 (inactive).